This data is from Forward reaction prediction with 1.9M reactions from USPTO patents (1976-2016). The task is: Predict the product of the given reaction. (1) Given the reactants [CH2:1]1[C:9]2[C:4](=[CH:5][CH:6]=[CH:7][CH:8]=2)[CH2:3][CH:2]1[C@H:10]1[NH:15][C:14](=[O:16])[C@@H:13]([CH:17]([CH2:20][CH3:21])[CH2:18][CH3:19])[N:12]([CH2:22][C:23]2[CH:28]=[CH:27][CH:26]=[CH:25][C:24]=2[S:29]([CH:32]2[CH2:37][CH2:36][N:35](C(OC(C)(C)C)=O)[CH2:34][CH2:33]2)(=[O:31])=[O:30])[C:11]1=[O:45].[ClH:46], predict the reaction product. The product is: [ClH:46].[CH2:1]1[C:9]2[C:4](=[CH:5][CH:6]=[CH:7][CH:8]=2)[CH2:3][CH:2]1[C@H:10]1[NH:15][C:14](=[O:16])[C@@H:13]([CH:17]([CH2:20][CH3:21])[CH2:18][CH3:19])[N:12]([CH2:22][C:23]2[CH:28]=[CH:27][CH:26]=[CH:25][C:24]=2[S:29]([CH:32]2[CH2:33][CH2:34][NH:35][CH2:36][CH2:37]2)(=[O:31])=[O:30])[C:11]1=[O:45]. (2) Given the reactants CO[C:3]1[CH:12]=[C:11]2[C:6]([C:7](=O)[CH2:8][CH2:9][S:10]2)=[CH:5][CH:4]=1.[CH3:14][O:15][C:16]1[CH:21]=[CH:20][C:19]([NH:22]N)=[CH:18][CH:17]=1, predict the reaction product. The product is: [CH3:14][O:15][C:16]1[CH:17]=[C:18]2[C:19](=[CH:20][CH:21]=1)[NH:22][C:7]1[C:6]3[CH:5]=[CH:4][CH:3]=[CH:12][C:11]=3[S:10][CH2:9][C:8]2=1. (3) Given the reactants B(F)(F)F.C([NH:12][C@@H:13]([CH2:21][C:22]1[CH:27]=[CH:26][CH:25]=[CH:24][CH:23]=1)[CH:14](O)[CH2:15][Si](C)(C)C)(OC(C)(C)C)=O.[OH-].[Na+], predict the reaction product. The product is: [C:22]1([CH2:21][C@H:13]([NH2:12])[CH:14]=[CH2:15])[CH:27]=[CH:26][CH:25]=[CH:24][CH:23]=1.